From a dataset of Reaction yield outcomes from USPTO patents with 853,638 reactions. Predict the reaction yield, written as a fraction of the theoretical maximum amount of product (1.0 means a 100% yield; for example, 0.34 means a 34% yield). (1) The catalyst is O.[N+]([O-])([O-])=O.[Ag+]. The reactants are [OH-:1].[Na+].[OH:3][C:4]1[CH:11]=[CH:10][C:9]([O:12][C:13]([F:16])([F:15])[F:14])=[CH:8][C:5]=1[CH:6]=[O:7]. The product is [OH:3][C:4]1[CH:11]=[CH:10][C:9]([O:12][C:13]([F:14])([F:15])[F:16])=[CH:8][C:5]=1[C:6]([OH:1])=[O:7]. The yield is 0.910. (2) The reactants are [C:1]([O:5][C:6](=[O:18])[CH2:7][C@H:8]([CH2:12][C@H:13]([CH3:17])[CH2:14][CH2:15][CH3:16])[C:9](O)=[O:10])([CH3:4])([CH3:3])[CH3:2]. The catalyst is C1COCC1.[Cl-].[Na+].O. The product is [C:1]([O:5][C:6](=[O:18])[CH2:7][C@@H:8]([CH2:9][OH:10])[CH2:12][C@H:13]([CH3:17])[CH2:14][CH2:15][CH3:16])([CH3:2])([CH3:4])[CH3:3]. The yield is 0.590. (3) The reactants are [CH3:1][C:2]([N:7]1[CH:11]=[C:10]([C:12]2[CH:17]=[CH:16][N:15]=[C:14]3[NH:18][CH:19]=[CH:20][C:13]=23)[CH:9]=[N:8]1)([CH3:6])[C:3](O)=[O:4].C1N=C[N:23](C(N2C=NC=C2)=O)C=1.[NH4+].[Cl-]. The catalyst is CN(C=O)C. The product is [CH3:1][C:2]([N:7]1[CH:11]=[C:10]([C:12]2[CH:17]=[CH:16][N:15]=[C:14]3[NH:18][CH:19]=[CH:20][C:13]=23)[CH:9]=[N:8]1)([CH3:6])[C:3]([NH2:23])=[O:4]. The yield is 0.260. (4) The reactants are O[CH2:2][C:3]1[CH:20]=[CH:19][C:6]2/[C:7](=[CH:16]/[C:17]#[N:18])/[C:8]3[CH:15]=[CH:14][CH:13]=[CH:12][C:9]=3[CH2:10][CH2:11][C:5]=2[CH:4]=1.[Cl:21][C:22]1[N:27]=[C:26]2[NH:28][C:29]([CH2:31][CH3:32])=[N:30][C:25]2=[C:24]([CH3:33])[CH:23]=1.C1(P(C2C=CC=CC=2)C2C=CC=CC=2)C=CC=CC=1.N(C(OC(C)(C)C)=O)=NC(OC(C)(C)C)=O. The catalyst is C1COCC1. The product is [Cl:21][C:22]1[N:27]=[C:26]2[N:28]([CH2:2][C:3]3[CH:20]=[CH:19][C:6]4/[C:7](=[CH:16]/[C:17]#[N:18])/[C:8]5[CH:15]=[CH:14][CH:13]=[CH:12][C:9]=5[CH2:10][CH2:11][C:5]=4[CH:4]=3)[C:29]([CH2:31][CH3:32])=[N:30][C:25]2=[C:24]([CH3:33])[CH:23]=1. The yield is 0.450.